This data is from Forward reaction prediction with 1.9M reactions from USPTO patents (1976-2016). The task is: Predict the product of the given reaction. (1) Given the reactants [CH2:1]([C@H:8]([CH2:12][C:13]([O:15]C(C)(C)C)=[O:14])[C:9]([OH:11])=O)[C:2]1[CH:7]=[CH:6][CH:5]=[CH:4][CH:3]=1.[F:20][C:21]1[CH:26]=[CH:25][C:24]([F:27])=[CH:23][C:22]=1[C:28]1[N:29]=[C:30]([NH2:33])[S:31][CH:32]=1, predict the reaction product. The product is: [CH2:1]([C@@H:8]([C:9]([NH:33][C:30]1[S:31][CH:32]=[C:28]([C:22]2[CH:23]=[C:24]([F:27])[CH:25]=[CH:26][C:21]=2[F:20])[N:29]=1)=[O:11])[CH2:12][C:13]([OH:15])=[O:14])[C:2]1[CH:3]=[CH:4][CH:5]=[CH:6][CH:7]=1. (2) Given the reactants [CH3:1][O:2][C:3]1[CH:12]=[CH:11][C:10]([N+:13]([O-:15])=[O:14])=[CH:9][C:4]=1[O:5][CH2:6][CH2:7]O.C[C:17]1(C)C(=O)[NH:22][C:20](=[O:21])[CH2:19][CH2:18]1.[C:26]1(P(C2C=CC=CC=2)C2C=CC=CC=2)C=CC=CC=1.CCOC(/N=N/C([O:54][CH2:55][CH3:56])=O)=O, predict the reaction product. The product is: [CH3:1][O:2][C:3]1[CH:12]=[CH:11][C:10]([N+:13]([O-:15])=[O:14])=[CH:9][C:4]=1[O:5][CH2:6][CH2:7][N:22]1[C:20](=[O:21])[CH2:19][C:18]([CH3:26])([CH3:17])[CH2:56][C:55]1=[O:54]. (3) Given the reactants [Cl:1][C:2]1[C:11]2[C:6](=[CH:7][CH:8]=[CH:9][CH:10]=2)[CH:5]=[C:4]([O:12][CH2:13][CH3:14])[N:3]=1.[CH:15](O)(C)C, predict the reaction product. The product is: [Cl:1][C:2]1[C:11]2[C:6](=[CH:7][CH:8]=[CH:9][CH:10]=2)[CH:5]=[C:4]([O:12][CH:13]([CH3:15])[CH3:14])[N:3]=1. (4) Given the reactants [C:1]([NH:8][C@H:9]([CH2:18][OH:19])[CH2:10][C:11]1[CH:16]=[CH:15][C:14]([OH:17])=[CH:13][CH:12]=1)([O:3][C:4]([CH3:7])([CH3:6])[CH3:5])=[O:2].CO[C:22](OC)([CH3:24])[CH3:23], predict the reaction product. The product is: [C:4]([O:3][C:1]([N:8]1[C@@H:9]([CH2:10][C:11]2[CH:16]=[CH:15][C:14]([OH:17])=[CH:13][CH:12]=2)[CH2:18][O:19][C:22]1([CH3:24])[CH3:23])=[O:2])([CH3:5])([CH3:7])[CH3:6].